This data is from Forward reaction prediction with 1.9M reactions from USPTO patents (1976-2016). The task is: Predict the product of the given reaction. (1) Given the reactants [CH:1]([C:3]1[CH:4]=[C:5]([CH:9]=[CH:10][CH:11]=1)[C:6](O)=[O:7])=[O:2].[CH3:12][S:13]([NH2:16])(=[O:15])=[O:14].CN(C1C=CC=CN=1)C.C1(N=C=NC2CCCCC2)CCCCC1, predict the reaction product. The product is: [CH3:12][S:13]([NH:16][C:6]([C:5]1[CH:4]=[C:3]([CH:11]=[CH:10][CH:9]=1)[CH:1]=[O:2])=[O:7])(=[O:15])=[O:14]. (2) Given the reactants [CH3:1][C:2]([CH3:9])([CH3:8])[C:3](=O)[CH2:4][C:5]#[N:6].C(C(C#N)=O)#N.Cl.[NH:17]([C:19]1[CH:20]=[C:21]([CH:27]=[CH:28][CH:29]=1)[C:22]([O:24][CH2:25][CH3:26])=[O:23])[NH2:18].NN, predict the reaction product. The product is: [NH2:6][C:5]1[N:17]([C:19]2[CH:20]=[C:21]([CH:27]=[CH:28][CH:29]=2)[C:22]([O:24][CH2:25][CH3:26])=[O:23])[N:18]=[C:3]([C:2]([CH3:9])([CH3:8])[CH3:1])[CH:4]=1.